Task: Predict the reaction yield, written as a fraction of the theoretical maximum amount of product (1.0 means a 100% yield; for example, 0.34 means a 34% yield).. Dataset: Reaction yield outcomes from USPTO patents with 853,638 reactions (1) The reactants are [CH3:1][N:2]1[CH2:6][CH2:5][CH2:4][C:3]1=[O:7].C([N-]C(C)C)(C)C.[Li+].Br[CH2:17]/[CH:18]=[C:19](/[C:30]1[N:35]=[C:34]([O:36][CH3:37])[C:33]([Cl:38])=[CH:32][CH:31]=1)\[C:20]1[CH:25]=[CH:24][C:23]([C:26]([CH3:29])([CH3:28])[CH3:27])=[CH:22][CH:21]=1.O. The catalyst is O1CCCC1. The product is [C:26]([C:23]1[CH:22]=[CH:21][C:20](/[C:19](/[C:30]2[CH:31]=[CH:32][C:33]([Cl:38])=[C:34]([O:36][CH3:37])[N:35]=2)=[CH:18]\[CH2:17][CH:4]2[CH2:5][CH2:6][N:2]([CH3:1])[C:3]2=[O:7])=[CH:25][CH:24]=1)([CH3:27])([CH3:28])[CH3:29]. The yield is 0.930. (2) The reactants are [CH:1]1([CH2:4][OH:5])[CH2:3][CH2:2]1.[H-].[Na+].[Cl:8][C:9]1[CH:10]=[C:11]2[C:19](=[C:20]([N+:23]([O-:25])=[O:24])[C:21]=1F)[NH:18][C:17]1[CH:16]=[N:15][CH:14]=[CH:13][C:12]2=1.O. The catalyst is CN(C=O)C. The product is [Cl:8][C:9]1[CH:10]=[C:11]2[C:19](=[C:20]([N+:23]([O-:25])=[O:24])[C:21]=1[O:5][CH2:4][CH:1]1[CH2:3][CH2:2]1)[NH:18][C:17]1[CH:16]=[N:15][CH:14]=[CH:13][C:12]2=1. The yield is 0.850. (3) The reactants are [N:1]1[C:5]2[CH:6]=[CH:7][CH:8]=[CH:9][C:4]=2[NH:3][CH:2]=1.[C:10]([OH:14])(C)([CH3:12])[CH3:11].[CH3:15]C(C)([O-])C.[K+].O. The catalyst is C1COCC1. The product is [N:1]1([C@@H:11]([CH3:15])[C@@H:10]([CH3:12])[OH:14])[C:5]2[CH:6]=[CH:7][CH:8]=[CH:9][C:4]=2[N:3]=[CH:2]1. The yield is 0.840. (4) The reactants are [Cl:1][C:2]1[CH:3]=[C:4]([C@@H:12]([CH2:16][CH:17]2[CH2:21][CH2:20][CH:19]([O:22][CH:23]=[O:24])[CH2:18]2)[C:13]([OH:15])=O)[CH:5]=[CH:6][C:7]=1[S:8]([CH3:11])(=[O:10])=[O:9].C(Cl)(=O)C(Cl)=O.[NH2:31][C:32]1[CH:37]=[N:36][CH:35]=[CH:34][N:33]=1.N1C=CC=CC=1. The catalyst is C1(C)C=CC=CC=1.C(Cl)Cl.O1CCCC1.CN(C)C=O. The product is [Cl:1][C:2]1[CH:3]=[C:4]([C@H:12]([C:13](=[O:15])[NH:31][C:32]2[CH:37]=[N:36][CH:35]=[CH:34][N:33]=2)[CH2:16][CH:17]2[CH2:21][CH2:20][CH:19]([O:22][CH:23]=[O:24])[CH2:18]2)[CH:5]=[CH:6][C:7]=1[S:8]([CH3:11])(=[O:9])=[O:10]. The yield is 0.820.